The task is: Predict which catalyst facilitates the given reaction.. This data is from Catalyst prediction with 721,799 reactions and 888 catalyst types from USPTO. (1) Reactant: CC(C)([O-])C.[K+].[NH2:7][C:8]1[CH:13]=[CH:12][C:11]([OH:14])=[C:10]([CH3:15])[C:9]=1[F:16].[Cl:17][C:18]1[CH:23]=[C:22](Cl)[CH:21]=[CH:20][N:19]=1. Product: [Cl:17][C:18]1[CH:23]=[C:22]([O:14][C:11]2[CH:12]=[CH:13][C:8]([NH2:7])=[C:9]([F:16])[C:10]=2[CH3:15])[CH:21]=[CH:20][N:19]=1. The catalyst class is: 44. (2) Reactant: [CH3:1][N:2]([CH3:11])[S:3]([CH2:6][C:7]([O:9][CH3:10])=[O:8])(=[O:5])=[O:4].[H-].[Na+].Br[C:15]1[CH:16]=[CH:17][C:18]2[CH:29]=[CH:28][C:22]3=[N:23][CH:24]=[C:25]([Cl:27])[CH:26]=[C:21]3[C:20](=[O:30])[C:19]=2[CH:31]=1.C1(P(C2C=CC=CC=2)C2C=CC=CC=2)C=CC=CC=1. Product: [Cl:27][C:25]1[CH:26]=[C:21]2[C:20](=[O:30])[C:19]3[CH:31]=[C:15]([CH:6]([S:3]([N:2]([CH3:11])[CH3:1])(=[O:4])=[O:5])[C:7]([O:9][CH3:10])=[O:8])[CH:16]=[CH:17][C:18]=3[CH:29]=[CH:28][C:22]2=[N:23][CH:24]=1. The catalyst class is: 102.